Dataset: Reaction yield outcomes from USPTO patents with 853,638 reactions. Task: Predict the reaction yield, written as a fraction of the theoretical maximum amount of product (1.0 means a 100% yield; for example, 0.34 means a 34% yield). (1) The reactants are [CH:1]1[C:10]2[CH2:9][CH2:8][CH2:7][CH2:6][C:5]=2[CH:4]=[C:3](O)[N:2]=1.O=P(Cl)(Cl)[Cl:14].C(=O)(O)[O-].[Na+]. No catalyst specified. The product is [Cl:14][C:3]1[N:2]=[CH:1][C:10]2[CH2:9][CH2:8][CH2:7][CH2:6][C:5]=2[CH:4]=1. The yield is 0.380. (2) The reactants are [CH3:1][O:2][C:3]1[C:21]([O:22][CH3:23])=[CH:20][C:6]2[N:7]([C:10]3[S:14][C:13]([C:15]([O:17][CH3:18])=[O:16])=[C:12]([OH:19])[CH:11]=3)[CH:8]=[N:9][C:5]=2[CH:4]=1.[Cl:24][C:25]1[CH:32]=[CH:31][CH:30]=[C:29]([Cl:33])[C:26]=1[CH2:27]Br. No catalyst specified. The product is [Cl:24][C:25]1[CH:32]=[CH:31][CH:30]=[C:29]([Cl:33])[C:26]=1[CH2:27][O:19][C:12]1[CH:11]=[C:10]([N:7]2[C:6]3[CH:20]=[C:21]([O:22][CH3:23])[C:3]([O:2][CH3:1])=[CH:4][C:5]=3[N:9]=[CH:8]2)[S:14][C:13]=1[C:15]([O:17][CH3:18])=[O:16]. The yield is 0.790. (3) The reactants are [NH2:1][C:2]1[S:3][CH:4]=[C:5]([CH2:7][C:8]([NH:10][C:11]2[CH:37]=[CH:36][C:14]([CH2:15][C@H:16]3[CH2:20][CH2:19][C@H:18]([C@H:21]([OH:28])[C:22]4[CH:27]=[CH:26][CH:25]=[CH:24][CH:23]=4)[N:17]3C(OC(C)(C)C)=O)=[CH:13][C:12]=2[Br:38])=[O:9])[N:6]=1.C(O)(C(F)(F)F)=O.C1(C)C=CC=CC=1. The catalyst is C(Cl)Cl.C(#N)C.O.CO. The product is [NH2:1][C:2]1[S:3][CH:4]=[C:5]([CH2:7][C:8]([NH:10][C:11]2[CH:37]=[CH:36][C:14]([CH2:15][C@H:16]3[CH2:20][CH2:19][C@H:18]([C@H:21]([OH:28])[C:22]4[CH:23]=[CH:24][CH:25]=[CH:26][CH:27]=4)[NH:17]3)=[CH:13][C:12]=2[Br:38])=[O:9])[N:6]=1. The yield is 0.900. (4) The reactants are Cl.[NH2:2][CH2:3][CH2:4][N:5]1[C:10]([C:11]2[CH:16]=[CH:15][C:14]([O:17][CH3:18])=[CH:13][C:12]=2[O:19][CH3:20])=[CH:9][C:8](=[O:21])[NH:7][C:6]1=[S:22].F[P-](F)(F)(F)(F)F.N1(OC(N(C)C)=[N+](C)C)C2N=CC=CC=2N=N1.[C:47]([O:51][C:52]([NH:54][CH2:55][C:56](O)=[O:57])=[O:53])([CH3:50])([CH3:49])[CH3:48].C(N(C(C)C)CC)(C)C. The catalyst is C(Cl)Cl. The product is [CH3:20][O:19][C:12]1[CH:13]=[C:14]([O:17][CH3:18])[CH:15]=[CH:16][C:11]=1[C:10]1[N:5]([CH2:4][CH2:3][NH:2][C:56](=[O:57])[CH2:55][NH:54][C:52](=[O:53])[O:51][C:47]([CH3:48])([CH3:49])[CH3:50])[C:6](=[S:22])[NH:7][C:8](=[O:21])[CH:9]=1. The yield is 0.650. (5) The reactants are [C:1]([C:4]1[CH:9]=[CH:8][C:7]([N:10]2[C:18]3[C:17]4[CH:19]=[C:20]([NH:23][C:24]([C:26]5[C:27]([Cl:32])=[N:28][CH:29]=[CH:30][CH:31]=5)=[O:25])[CH:21]=[CH:22][C:16]=4[CH2:15][CH2:14][C:13]=3[C:12]([C:33]([NH2:35])=[O:34])=[N:11]2)=[CH:6][CH:5]=1)(=[O:3])[CH3:2].[BH4-].[Na+]. The catalyst is CO.O. The product is [Cl:32][C:27]1[C:26]([C:24]([NH:23][C:20]2[CH:21]=[CH:22][C:16]3[CH2:15][CH2:14][C:13]4[C:12]([C:33]([NH2:35])=[O:34])=[N:11][N:10]([C:7]5[CH:8]=[CH:9][C:4]([CH:1]([OH:3])[CH3:2])=[CH:5][CH:6]=5)[C:18]=4[C:17]=3[CH:19]=2)=[O:25])=[CH:31][CH:30]=[CH:29][N:28]=1. The yield is 0.500. (6) The reactants are [Br:1][C:2]1[CH:3]=[C:4]2[N:11]([CH3:12])[CH:10]=[CH:9][C:5]2=[N+:6]([O-])[CH:7]=1.C[CH2:14][N:15](CC)CC.C[Si](C#N)(C)C. The catalyst is ClCCCl. The product is [Br:1][C:2]1[CH:3]=[C:4]2[N:11]([CH3:12])[CH:10]=[CH:9][C:5]2=[N:6][C:7]=1[C:14]#[N:15]. The yield is 0.760. (7) The product is [CH2:1]([O:3][C:4]([C:6]1[CH:7]=[N:8][N:9]([C:11]2[N:15]([CH2:16][O:17][CH2:18][CH2:19][O:20][CH3:21])[C:14]3[CH:22]=[C:23]([Cl:27])[C:24]([NH:26][C:29]4[CH:45]=[CH:44][CH:32]=[CH:31][CH:30]=4)=[CH:25][C:13]=3[N:12]=2)[CH:10]=1)=[O:5])[CH3:2]. The reactants are [CH2:1]([O:3][C:4]([C:6]1[CH:7]=[N:8][N:9]([C:11]2[N:15]([CH2:16][O:17][CH2:18][CH2:19][O:20][CH3:21])[C:14]3[CH:22]=[C:23]([Cl:27])[C:24]([NH2:26])=[CH:25][C:13]=3[N:12]=2)[CH:10]=1)=[O:5])[CH3:2].N[C:29]1[C:45](Cl)=[CH:44][C:32]2NC(N3C=C(C(O)=O)C=N3)=N[C:31]=2[CH:30]=1.BrC1C=CC=CC=1.CC(C)([O-])C.[Na+]. The yield is 0.0600. The catalyst is C1C=CC(/C=C/C(/C=C/C2C=CC=CC=2)=O)=CC=1.C1C=CC(/C=C/C(/C=C/C2C=CC=CC=2)=O)=CC=1.[Pd].CC(P(C(C)(C)C)[C-]1C=CC=C1)(C)C.C1C=CC([C-]2C(C3C=CC=CC=3)=C(C3C=CC=CC=3)C(C3C=CC=CC=3)=C2C2C=CC=CC=2)=CC=1.[Fe+2]. (8) The reactants are C([N:3]1[CH:7]=[CH:6][N:5]=[CH:4]1)([N:3]1[CH:7]=[CH:6][N:5]=[CH:4]1)=O.[C:13]([OH:21])(=O)[C:14]1[CH:19]=[CH:18][CH:17]=[CH:16][CH:15]=1.[Cl-].[Mg+2].[Cl-].[C:25]([O:31][CH2:32][CH3:33])(=[O:30])[CH2:26]C([O-])=O.[K+]. The catalyst is CN(C=O)C.O. The product is [O:21]=[C:13]([C:14]1[CH:15]=[CH:16][CH:17]=[CH:18][CH:19]=1)[CH2:26][C:25]([O:31][CH2:32][CH3:33])=[O:30].[NH:3]1[CH:7]=[CH:6][N:5]=[CH:4]1. The yield is 0.811. (9) The reactants are Br[C:2]1[CH:7]=[CH:6][C:5]([C:8]2([OH:21])[CH2:13][CH2:12][N:11]([C:14]([O:16][C:17]([CH3:20])([CH3:19])[CH3:18])=[O:15])[CH2:10][CH2:9]2)=[CH:4][CH:3]=1.[CH3:22][N:23](C=O)C. The catalyst is C1C=CC([P]([Pd]([P](C2C=CC=CC=2)(C2C=CC=CC=2)C2C=CC=CC=2)([P](C2C=CC=CC=2)(C2C=CC=CC=2)C2C=CC=CC=2)[P](C2C=CC=CC=2)(C2C=CC=CC=2)C2C=CC=CC=2)(C2C=CC=CC=2)C2C=CC=CC=2)=CC=1.[C-]#N.[C-]#N.[Zn+2]. The product is [C:22]([C:2]1[CH:7]=[CH:6][C:5]([C:8]2([OH:21])[CH2:13][CH2:12][N:11]([C:14]([O:16][C:17]([CH3:20])([CH3:19])[CH3:18])=[O:15])[CH2:10][CH2:9]2)=[CH:4][CH:3]=1)#[N:23]. The yield is 0.750. (10) The reactants are C([O:8][C:9]1[C:10]2[N:11]([C:15]([C:25]3[CH:30]=[CH:29][N:28]=[C:27]([NH:31][CH:32]4[CH2:36][CH2:35][CH2:34][CH2:33]4)[N:26]=3)=[C:16]([C:18]3[CH:23]=[CH:22][C:21]([F:24])=[CH:20][CH:19]=3)[N:17]=2)[CH:12]=[CH:13][CH:14]=1)C1C=CC=CC=1.[H][H]. The catalyst is C(O)C.[Pd]. The product is [CH:32]1([NH:31][C:27]2[N:26]=[C:25]([C:15]3[N:11]4[CH:12]=[CH:13][CH:14]=[C:9]([OH:8])[C:10]4=[N:17][C:16]=3[C:18]3[CH:19]=[CH:20][C:21]([F:24])=[CH:22][CH:23]=3)[CH:30]=[CH:29][N:28]=2)[CH2:36][CH2:35][CH2:34][CH2:33]1. The yield is 0.600.